This data is from Full USPTO retrosynthesis dataset with 1.9M reactions from patents (1976-2016). The task is: Predict the reactants needed to synthesize the given product. (1) Given the product [CH2:1]([O:8][C@H:9]([CH3:27])[C@H:10]([NH:13][C:14]1[C:15]2[N:16]([CH:23]=[C:24]([C:28]3[CH:33]=[CH:32][CH:31]=[CH:30][CH:29]=3)[CH:25]=2)[N:17]=[CH:18][C:19]=1[C:20]([NH2:22])=[O:21])[CH2:11][OH:12])[C:2]1[CH:7]=[CH:6][CH:5]=[CH:4][CH:3]=1, predict the reactants needed to synthesize it. The reactants are: [CH2:1]([O:8][C@H:9]([CH3:27])[C@H:10]([NH:13][C:14]1[C:15]2[N:16]([CH:23]=[C:24](Br)[CH:25]=2)[N:17]=[CH:18][C:19]=1[C:20]([NH2:22])=[O:21])[CH2:11][OH:12])[C:2]1[CH:7]=[CH:6][CH:5]=[CH:4][CH:3]=1.[C:28]1(B(O)O)[CH:33]=[CH:32][CH:31]=[CH:30][CH:29]=1.P([O-])([O-])([O-])=O.[K+].[K+].[K+]. (2) The reactants are: [CH:1]1([C:7]([O:9]C)=O)[CH2:6][CH2:5][CH2:4][CH2:3][CH2:2]1.[C:11]1(=[O:16])[O:15][CH2:14][CH2:13][CH2:12]1.[O-]CC.[Na+].O. Given the product [CH:1]1([C:7]([CH:12]2[CH2:13][CH2:14][O:15][C:11]2=[O:16])=[O:9])[CH2:2][CH2:3][CH2:4][CH2:5][CH2:6]1, predict the reactants needed to synthesize it. (3) Given the product [ClH:33].[C:1]([C:4]1[C:9]2[S:10][C:11]([C:14]([NH:16][C:17]3[CH:26]=[CH:25][C:24]4[C:19](=[CH:20][CH:21]=[CH:22][C:23]=4[CH2:27][O:28][CH3:29])[N:18]=3)=[O:15])=[C:12]([CH3:13])[C:8]=2[C:7]([CH2:30][O:31][CH3:32])=[CH:6][CH:5]=1)(=[O:3])[CH3:2], predict the reactants needed to synthesize it. The reactants are: [C:1]([C:4]1[C:9]2[S:10][C:11]([C:14]([NH:16][C:17]3[CH:26]=[CH:25][C:24]4[C:19](=[CH:20][CH:21]=[CH:22][C:23]=4[CH2:27][O:28][CH3:29])[N:18]=3)=[O:15])=[C:12]([CH3:13])[C:8]=2[C:7]([CH2:30][O:31][CH3:32])=[CH:6][CH:5]=1)(=[O:3])[CH3:2].[ClH:33]. (4) Given the product [CH3:3][N:2]([CH2:4][C:5]1[CH:6]=[C:7]([C:11]2[S:19][C:18]3[C:13](=[N:14][CH:15]=[CH:16][C:17]=3[O:20][C:21]3[CH:27]=[CH:26][C:24]([NH:25][C:40](=[O:41])[CH2:39][C:38]([NH:37][C:32]4[CH:33]=[CH:34][CH:35]=[CH:36][C:31]=4[O:30][CH3:29])=[O:43])=[CH:23][C:22]=3[F:28])[CH:12]=2)[CH:8]=[CH:9][CH:10]=1)[CH3:1], predict the reactants needed to synthesize it. The reactants are: [CH3:1][N:2]([CH2:4][C:5]1[CH:6]=[C:7]([C:11]2[S:19][C:18]3[C:13](=[N:14][CH:15]=[CH:16][C:17]=3[O:20][C:21]3[CH:27]=[CH:26][C:24]([NH2:25])=[CH:23][C:22]=3[F:28])[CH:12]=2)[CH:8]=[CH:9][CH:10]=1)[CH3:3].[CH3:29][O:30][C:31]1[CH:36]=[CH:35][CH:34]=[CH:33][C:32]=1[NH:37][C:38](=[O:43])[CH2:39][C:40](O)=[O:41].ON1C2C=CC=CC=2N=N1.CCN=C=NCCCN(C)C.Cl. (5) Given the product [CH3:13][CH:14]([N:16]1[C:21](=[O:22])[C:20]([CH2:23][C:24]2[CH:25]=[CH:26][C:27]([C:30]3[CH:35]=[CH:34][CH:33]=[CH:32][C:31]=3[C:36]3[NH:3][C:4](=[O:7])[O:5][N:37]=3)=[CH:28][CH:29]=2)=[C:19]([CH2:38][CH2:39][CH3:40])[N:18]2[N:41]=[CH:42][N:43]=[C:17]12)[CH3:15], predict the reactants needed to synthesize it. The reactants are: [Cl-].O[NH3+:3].[C:4](=[O:7])([O-])[OH:5].[Na+].CS(C)=O.[CH3:13][CH:14]([N:16]1[C:21](=[O:22])[C:20]([CH2:23][C:24]2[CH:29]=[CH:28][C:27]([C:30]3[C:31]([C:36]#[N:37])=[CH:32][CH:33]=[CH:34][CH:35]=3)=[CH:26][CH:25]=2)=[C:19]([CH2:38][CH2:39][CH3:40])[N:18]2[N:41]=[CH:42][N:43]=[C:17]12)[CH3:15]. (6) Given the product [Cl:1][C:2]1[CH:3]=[C:4]([C:8]([NH:10][C@@H:11]2[CH2:16][CH2:15][NH:14][CH2:13][C@@H:12]2[O:22][CH2:23][CH2:24][CH3:25])=[O:9])[NH:5][C:6]=1[CH3:7], predict the reactants needed to synthesize it. The reactants are: [Cl:1][C:2]1[CH:3]=[C:4]([C:8]([NH:10][C@H:11]2[CH2:16][CH2:15][N:14](C(OCC)=O)[CH2:13][C@H:12]2[O:22][CH2:23][CH2:24][CH3:25])=[O:9])[NH:5][C:6]=1[CH3:7].[OH-].[K+].O.NN.O. (7) Given the product [F:25][C:5]1[CH:4]=[CH:3][C:2]([NH:29][C:26](=[O:28])[CH3:27])=[CH:7][C:6]=1[C@:8]12[CH2:15][O:14][CH2:13][C@H:12]1[CH2:11][O:10][N:9]2[C@@H:16]([C:19]1[CH:24]=[CH:23][CH:22]=[CH:21][CH:20]=1)[CH2:17][CH3:18], predict the reactants needed to synthesize it. The reactants are: Br[C:2]1[CH:3]=[CH:4][C:5]([F:25])=[C:6]([C@:8]23[CH2:15][O:14][CH2:13][C@H:12]2[CH2:11][O:10][N:9]3[C@@H:16]([C:19]2[CH:24]=[CH:23][CH:22]=[CH:21][CH:20]=2)[CH2:17][CH3:18])[CH:7]=1.[C:26]([NH2:29])(=[O:28])[CH3:27].[I-].[K+].[O-]P([O-])([O-])=O.[K+].[K+].[K+].CN(C)CCN.